Dataset: Retrosynthesis with 50K atom-mapped reactions and 10 reaction types from USPTO. Task: Predict the reactants needed to synthesize the given product. (1) Given the product NC(=O)c1cnc2[nH]ccc2c1N[C@@H]1CCCNC1, predict the reactants needed to synthesize it. The reactants are: CC(C)(C)OC(=O)N1CCC[C@@H](Nc2c(C(N)=O)cnc3[nH]ccc23)C1. (2) Given the product Cc1ccccc1N1CCNCC1c1cccc(-c2cccc(S(C)(=O)=O)c2)c1, predict the reactants needed to synthesize it. The reactants are: Cc1ccccc1N1CCN(C(=O)OC(C)(C)C)CC1c1cccc(-c2cccc(S(C)(=O)=O)c2)c1. (3) Given the product CN1CCN(CCCNCc2ccc(C(=O)Nc3ccccc3NC(=O)OC(C)(C)C)cc2)CC1, predict the reactants needed to synthesize it. The reactants are: CC(C)(C)OC(=O)Nc1ccccc1NC(=O)c1ccc(CO)cc1.CN1CCN(CCCN)CC1. (4) The reactants are: COc1cc(-c2cc(CN3CCC(N)CC3)ccn2)cc(OC)c1OC.O=[N+]([O-])c1ccccc1S(=O)(=O)Cl. Given the product COc1cc(-c2cc(CN3CCC(NS(=O)(=O)c4ccccc4[N+](=O)[O-])CC3)ccn2)cc(OC)c1OC, predict the reactants needed to synthesize it. (5) Given the product O=C(N1CCC(O)C1)C1(c2ccc(Cl)cc2)CC1, predict the reactants needed to synthesize it. The reactants are: O=C(O)C1(c2ccc(Cl)cc2)CC1.OC1CCNC1. (6) Given the product CC1(C)COC(c2ccc(F)cc2C=O)=N1, predict the reactants needed to synthesize it. The reactants are: CC1(C)COC(c2ccc(F)cc2)=N1.CN(C)C=O. (7) Given the product Cc1cc(C)c(NC(=O)c2cccc(C(F)(F)F)c2)c(C)c1Br, predict the reactants needed to synthesize it. The reactants are: Cc1cc(C)c(Br)c(C)c1N.O=C(Cl)c1cccc(C(F)(F)F)c1.